Dataset: Peptide-MHC class II binding affinity with 134,281 pairs from IEDB. Task: Regression. Given a peptide amino acid sequence and an MHC pseudo amino acid sequence, predict their binding affinity value. This is MHC class II binding data. (1) The peptide sequence is FKCDRGSISIVNN. The MHC is DRB1_1501 with pseudo-sequence DRB1_1501. The binding affinity (normalized) is 0.203. (2) The peptide sequence is DIIFDIYFAILMMSC. The MHC is DRB1_0401 with pseudo-sequence DRB1_0401. The binding affinity (normalized) is 0.369.